From a dataset of Forward reaction prediction with 1.9M reactions from USPTO patents (1976-2016). Predict the product of the given reaction. (1) Given the reactants [CH3:1][O:2][C:3]([NH:5][C@H:6]([C:10]([N:12]1[CH2:45][CH2:44][CH2:43][C@H:13]1[C:14]([NH:16][C@H:17]([C:21]([C:23]1[O:27][C:26](=[O:28])[N:25]([C:29]2[CH:34]=[CH:33][C:32]([O:35]CC3C=CC=CC=3)=[CH:31][CH:30]=2)[N:24]=1)=[O:22])[CH:18]([CH3:20])[CH3:19])=[O:15])=[O:11])[CH:7]([CH3:9])[CH3:8])=[O:4], predict the reaction product. The product is: [CH3:1][O:2][C:3]([NH:5][C@H:6]([C:10]([N:12]1[CH2:45][CH2:44][CH2:43][C@H:13]1[C:14]([NH:16][C@H:17]([C:21]([C:23]1[O:27][C:26](=[O:28])[N:25]([C:29]2[CH:30]=[CH:31][C:32]([OH:35])=[CH:33][CH:34]=2)[N:24]=1)=[O:22])[CH:18]([CH3:20])[CH3:19])=[O:15])=[O:11])[CH:7]([CH3:8])[CH3:9])=[O:4]. (2) Given the reactants Br[C:2]1[CH:7]=[C:6]([F:8])[CH:5]=[C:4]([F:9])[CH:3]=1.[CH3:10][O:11][C:12]1[CH:22]=[CH:21][C:15]([C:16](C(Cl)=O)=[O:17])=[CH:14][CH:13]=1, predict the reaction product. The product is: [F:9][C:4]1[CH:3]=[C:2]([CH:7]=[C:6]([F:8])[CH:5]=1)[C:16]([C:15]1[CH:21]=[CH:22][C:12]([O:11][CH3:10])=[CH:13][CH:14]=1)=[O:17]. (3) Given the reactants [NH:1]1[C:9]2[C:4](=[CH:5][CH:6]=[CH:7][CH:8]=2)[CH2:3][CH:2]1[C:10](O)=O.[C:13]([C:19](OC)=O)#[C:14][C:15]([O:17][CH3:18])=[O:16].C(=O)=O.[C:26]([O:29][C:30](=O)C)(=[O:28])C, predict the reaction product. The product is: [CH3:30][O:29][C:26]([C:10]1[C:14]([C:15]([O:17][CH3:18])=[O:16])=[C:13]([CH3:19])[N:1]2[C:9]3[CH:8]=[CH:7][CH:6]=[CH:5][C:4]=3[CH2:3][C:2]=12)=[O:28]. (4) Given the reactants [CH2:1]([O:8][C:9]1[C:18]2[C:13](=[CH:14][CH:15]=[CH:16][CH:17]=2)[C:12]([CH2:19][CH2:20][OH:21])=[C:11]([NH:22][C:23]([C:25]2[NH:26][C:27]3[C:32]([CH:33]=2)=[CH:31][C:30]([O:34][CH3:35])=[C:29]([O:36][CH3:37])[C:28]=3[O:38][CH3:39])=[O:24])[CH:10]=1)[C:2]1[CH:7]=[CH:6][CH:5]=[CH:4][CH:3]=1.C(N(CC)CC)C.[CH3:47][S:48](Cl)(=[O:50])=[O:49], predict the reaction product. The product is: [CH3:47][S:48]([O:21][CH2:20][CH2:19][C:12]1[C:13]2[C:18](=[CH:17][CH:16]=[CH:15][CH:14]=2)[C:9]([O:8][CH2:1][C:2]2[CH:7]=[CH:6][CH:5]=[CH:4][CH:3]=2)=[CH:10][C:11]=1[NH:22][C:23]([C:25]1[NH:26][C:27]2[C:32]([CH:33]=1)=[CH:31][C:30]([O:34][CH3:35])=[C:29]([O:36][CH3:37])[C:28]=2[O:38][CH3:39])=[O:24])(=[O:50])=[O:49]. (5) Given the reactants [C:1]([O:5][C:6](=[O:18])[NH:7][C:8]1[CH:13]=[CH:12][C:11](I)=[CH:10][C:9]=1[N+:15]([O-:17])=[O:16])([CH3:4])([CH3:3])[CH3:2].[Cl:19][C:20]1[CH:25]=[CH:24][CH:23]=[CH:22][C:21]=1[C:26]#[CH:27], predict the reaction product. The product is: [C:1]([O:5][C:6](=[O:18])[NH:7][C:8]1[CH:13]=[CH:12][C:11]([C:27]#[C:26][C:21]2[CH:22]=[CH:23][CH:24]=[CH:25][C:20]=2[Cl:19])=[CH:10][C:9]=1[N+:15]([O-:17])=[O:16])([CH3:4])([CH3:3])[CH3:2].